Dataset: CYP3A4 inhibition data for predicting drug metabolism from PubChem BioAssay. Task: Regression/Classification. Given a drug SMILES string, predict its absorption, distribution, metabolism, or excretion properties. Task type varies by dataset: regression for continuous measurements (e.g., permeability, clearance, half-life) or binary classification for categorical outcomes (e.g., BBB penetration, CYP inhibition). Dataset: cyp3a4_veith. The drug is O=C(CNS(=O)(=O)c1ccc(Br)s1)N1CCC(N2CCCCC2)CC1. The result is 0 (non-inhibitor).